This data is from Reaction yield outcomes from USPTO patents with 853,638 reactions. The task is: Predict the reaction yield, written as a fraction of the theoretical maximum amount of product (1.0 means a 100% yield; for example, 0.34 means a 34% yield). (1) The reactants are Cl[C:2]1[CH:3]=[C:4]2[C:13](=[CH:14][N:15]=1)[C:12]1[N:8]([CH:9]=[C:10]([C:16]3[N:20]([CH:21]([CH3:23])[CH3:22])[N:19]=[CH:18][N:17]=3)[N:11]=1)[CH2:7][CH2:6][O:5]2.[NH:24]1[CH2:28][CH2:27][CH2:26][CH:25]1[CH2:29][OH:30]. The catalyst is O. The product is [CH3:22][CH:21]([N:20]1[C:16]([C:10]2[N:11]=[C:12]3[N:8]([CH:9]=2)[CH2:7][CH2:6][O:5][C:4]2[C:13]3=[CH:14][N:15]=[C:2]([N:24]3[CH2:28][CH2:27][CH2:26][CH:25]3[CH2:29][OH:30])[CH:3]=2)=[N:17][CH:18]=[N:19]1)[CH3:23]. The yield is 0.580. (2) The yield is 0.930. No catalyst specified. The reactants are Cl.[F:2][C:3]1[CH:4]=[C:5]2[C:10](=[C:11]([N:13]3[CH2:18][CH2:17][N:16]([CH3:19])[CH2:15][CH2:14]3)[CH:12]=1)[N:9]=[C:8]([C:20]([OH:22])=O)[CH:7]=[C:6]2[O:23][CH3:24].[O:25]1[CH2:30][CH2:29][N:28]([C:31]2[CH:37]=[CH:36][C:34]([NH2:35])=[CH:33][CH:32]=2)[CH2:27][CH2:26]1.CN(C(ON1N=NC2C=CC=CC1=2)=[N+](C)C)C.[B-](F)(F)(F)F.C1C=CC2N(O)N=NC=2C=1. The product is [N:28]1([C:31]2[CH:32]=[CH:33][C:34]([NH:35][C:20]([C:8]3[CH:7]=[C:6]([O:23][CH3:24])[C:5]4[C:10](=[C:11]([N:13]5[CH2:18][CH2:17][N:16]([CH3:19])[CH2:15][CH2:14]5)[CH:12]=[C:3]([F:2])[CH:4]=4)[N:9]=3)=[O:22])=[CH:36][CH:37]=2)[CH2:27][CH2:26][O:25][CH2:30][CH2:29]1. (3) The reactants are [Br:1][C:2]1[N:3]=[C:4]([C:9]#[C:10][Si:11]([CH3:14])([CH3:13])[CH3:12])[C:5]([NH2:8])=[N:6][CH:7]=1.[CH3:15][C:16]([O:19][C:20](O[C:20]([O:19][C:16]([CH3:18])([CH3:17])[CH3:15])=[O:21])=[O:21])([CH3:18])[CH3:17]. The catalyst is C(Cl)Cl.CN(C1C=CN=CC=1)C. The product is [C:16]([O:19][C:20]([N:8]([C:5]1[C:4]([C:9]#[C:10][Si:11]([CH3:13])([CH3:12])[CH3:14])=[N:3][C:2]([Br:1])=[CH:7][N:6]=1)[C:20](=[O:21])[O:19][C:16]([CH3:18])([CH3:17])[CH3:15])=[O:21])([CH3:18])([CH3:17])[CH3:15]. The yield is 0.770. (4) The product is [C:23]([O:27][C:28](=[O:42])[NH:29][C:30]1[CH:35]=[CH:34][C:33]([N:36]2[C:37]([CH3:39])([CH3:38])[C:40](=[NH:41])[N:8]([C:11]3[CH:18]=[CH:17][C:14]([C:15]#[N:16])=[C:13]([C:19]([F:20])([F:22])[F:21])[CH:12]=3)[C:9]2=[S:10])=[CH:32][CH:31]=1)([CH3:26])([CH3:24])[CH3:25]. The catalyst is C1COCC1. The yield is 0.150. The reactants are C(N(CC)CC)C.[N:8]([C:11]1[CH:18]=[CH:17][C:14]([C:15]#[N:16])=[C:13]([C:19]([F:22])([F:21])[F:20])[CH:12]=1)=[C:9]=[S:10].[C:23]([O:27][C:28](=[O:42])[NH:29][C:30]1[CH:35]=[CH:34][C:33]([NH:36][C:37]([C:40]#[N:41])([CH3:39])[CH3:38])=[CH:32][CH:31]=1)([CH3:26])([CH3:25])[CH3:24].C(OCC)C.CC(C)=O. (5) The reactants are Br[C:2]1[CH:10]=[C:9]2[C:5]([C:6]3[C:14]([C:15]4[CH:20]=[CH:19][CH:18]=[C:17]([N:21]5[CH2:29][C:28]6[C:23](=[CH:24][C:25]([O:30][CH3:31])=[CH:26][CH:27]=6)[C:22]5=[O:32])[C:16]=4[CH3:33])=[CH:13][N:12]=[C:11]([C:34]([NH2:36])=[O:35])[C:7]=3[NH:8]2)=[CH:4][CH:3]=1.C([Sn](CCCC)(CCCC)[C:42]([O:44]CC)=[CH2:43])CCC.C(N(CC)CC)C.C(OCC)(=O)C.CCCCCC. The catalyst is O1CCOCC1.Cl[Pd](Cl)([P](C1C=CC=CC=1)(C1C=CC=CC=1)C1C=CC=CC=1)[P](C1C=CC=CC=1)(C1C=CC=CC=1)C1C=CC=CC=1. The product is [C:42]([C:2]1[CH:10]=[C:9]2[C:5]([C:6]3[C:14]([C:15]4[CH:20]=[CH:19][CH:18]=[C:17]([N:21]5[CH2:29][C:28]6[C:23](=[CH:24][C:25]([O:30][CH3:31])=[CH:26][CH:27]=6)[C:22]5=[O:32])[C:16]=4[CH3:33])=[CH:13][N:12]=[C:11]([C:34]([NH2:36])=[O:35])[C:7]=3[NH:8]2)=[CH:4][CH:3]=1)(=[O:44])[CH3:43]. The yield is 0.607.